From a dataset of Full USPTO retrosynthesis dataset with 1.9M reactions from patents (1976-2016). Predict the reactants needed to synthesize the given product. (1) Given the product [CH3:16][O:17][CH2:18][CH2:19][O:15][C:12]1[CH:13]=[CH:14][C:9]([S:8][C:5]2[CH:6]=[CH:7][C:2]([O:1][CH2:29][CH2:30][O:24][CH3:21])=[CH:3][CH:4]=2)=[CH:10][CH:11]=1, predict the reactants needed to synthesize it. The reactants are: [OH:1][C:2]1[CH:7]=[CH:6][C:5]([S:8][C:9]2[CH:14]=[CH:13][C:12]([OH:15])=[CH:11][CH:10]=2)=[CH:4][CH:3]=1.[CH3:16][O:17][CH2:18][CH2:19]Cl.[C:21](=[O:24])([O-])[O-].[K+].[K+].[I-].[K+].[CH3:29][CH2:30]CCCC. (2) Given the product [OH:8][C:9]1[CH:13]=[C:12]([CH2:14][C:15]([O:17][CH3:18])=[O:16])[N:11]([CH3:19])[N:10]=1, predict the reactants needed to synthesize it. The reactants are: C([O:8][C:9]1[CH:13]=[C:12]([CH2:14][C:15]([O:17][CH3:18])=[O:16])[N:11]([CH3:19])[N:10]=1)C1C=CC=CC=1. (3) Given the product [CH3:1][C:2]1[CH:3]=[CH:4][C:5]([C:6]([N:8]=[C:9]2[N:13]([CH:36]([CH2:41][CH3:42])[C:37]([O:39][CH3:40])=[O:38])[C:12]3[CH:14]=[CH:15][C:16]([C:18](=[O:19])[NH:20][C:21]4[CH:22]=[CH:23][CH:24]=[CH:25][CH:26]=4)=[CH:17][C:11]=3[S:10]2)=[O:7])=[CH:27][CH:28]=1, predict the reactants needed to synthesize it. The reactants are: [CH3:1][C:2]1[CH:28]=[CH:27][C:5]([C:6]([NH:8][C:9]2[S:10][C:11]3[CH:17]=[C:16]([C:18]([NH:20][C:21]4[CH:26]=[CH:25][CH:24]=[CH:23][CH:22]=4)=[O:19])[CH:15]=[CH:14][C:12]=3[N:13]=2)=[O:7])=[CH:4][CH:3]=1.C(=O)([O-])[O-].[K+].[K+].Br[CH:36]([CH2:41][CH3:42])[C:37]([O:39][CH3:40])=[O:38]. (4) Given the product [F:1][C:2]1[CH:20]=[C:19]([S:21]([CH3:24])(=[O:23])=[O:22])[CH:18]=[CH:17][C:3]=1[O:4][CH2:5][C:6]1[CH:10]=[N:9][N:8]([CH:11]2[CH2:12][CH2:13][N:14]([C:26]([O:28][CH:29]([CH3:31])[CH3:30])=[O:27])[CH2:15][CH2:16]2)[N:7]=1, predict the reactants needed to synthesize it. The reactants are: [F:1][C:2]1[CH:20]=[C:19]([S:21]([CH3:24])(=[O:23])=[O:22])[CH:18]=[CH:17][C:3]=1[O:4][CH2:5][C:6]1[CH:10]=[N:9][N:8]([CH:11]2[CH2:16][CH2:15][NH:14][CH2:13][CH2:12]2)[N:7]=1.Cl[C:26]([O:28][CH:29]([CH3:31])[CH3:30])=[O:27]. (5) Given the product [CH3:1][C:2]1[C:3](=[O:15])[N:4]([CH:8]2[CH2:13][CH2:12][CH:11]([N:16]3[CH2:19][CH:18]([NH:20][C:21]([CH2:23][NH:24][C:25](=[O:36])[C:26]4[CH:31]=[CH:30][CH:29]=[C:28]([C:32]([F:35])([F:33])[F:34])[CH:27]=4)=[O:22])[CH2:17]3)[CH2:10][CH2:9]2)[CH:5]=[CH:6][CH:7]=1, predict the reactants needed to synthesize it. The reactants are: [CH3:1][C:2]1[C:3](=[O:15])[N:4]([CH:8]2[CH2:13][CH2:12][C:11](=O)[CH2:10][CH2:9]2)[CH:5]=[CH:6][CH:7]=1.[NH:16]1[CH2:19][CH:18]([NH:20][C:21]([CH2:23][NH:24][C:25](=[O:36])[C:26]2[CH:31]=[CH:30][CH:29]=[C:28]([C:32]([F:35])([F:34])[F:33])[CH:27]=2)=[O:22])[CH2:17]1.